Predict the reactants needed to synthesize the given product. From a dataset of Full USPTO retrosynthesis dataset with 1.9M reactions from patents (1976-2016). Given the product [N:27]1[C:19]([NH:18][C@H:16]([C:8]2[N:7]([CH:4]3[CH2:5][CH2:6][N:1]([C:30](=[O:31])[C:29]([OH:28])([CH3:34])[CH3:33])[CH2:2][CH2:3]3)[C:11]3[CH:12]=[CH:13][CH:14]=[CH:15][C:10]=3[N:9]=2)[CH3:17])=[C:20]2[C:24]([NH:23][CH:22]=[N:21]2)=[N:25][CH:26]=1, predict the reactants needed to synthesize it. The reactants are: [NH:1]1[CH2:6][CH2:5][CH:4]([N:7]2[C:11]3[CH:12]=[CH:13][CH:14]=[CH:15][C:10]=3[N:9]=[C:8]2[C@@H:16]([NH:18][C:19]2[N:27]=[CH:26][N:25]=[C:24]3[C:20]=2[N:21]=[CH:22][NH:23]3)[CH3:17])[CH2:3][CH2:2]1.[OH:28][C:29]([CH3:34])([CH3:33])[C:30](O)=[O:31].CCN(C(C)C)C(C)C.CN(C(ON1N=NC2C=CC=NC1=2)=[N+](C)C)C.F[P-](F)(F)(F)(F)F.